Dataset: Catalyst prediction with 721,799 reactions and 888 catalyst types from USPTO. Task: Predict which catalyst facilitates the given reaction. (1) Reactant: [CH3:1][O:2][C:3]1[CH:8]=[CH:7][C:6]([S:9]([CH:12]2[S:16][C:15](=[O:17])[NH:14][C:13]2=[O:18])(=[O:11])=[O:10])=[CH:5][CH:4]=1.Br[CH2:20][C:21]1[CH:26]=[CH:25][C:24]([C:27]2[CH:32]=[CH:31][C:30]([Cl:33])=[CH:29][C:28]=2[Cl:34])=[CH:23][CH:22]=1. Product: [Cl:34][C:28]1[CH:29]=[C:30]([Cl:33])[CH:31]=[CH:32][C:27]=1[C:24]1[CH:23]=[CH:22][C:21]([CH2:20][C:12]2([S:9]([C:6]3[CH:7]=[CH:8][C:3]([O:2][CH3:1])=[CH:4][CH:5]=3)(=[O:10])=[O:11])[S:16][C:15](=[O:17])[NH:14][C:13]2=[O:18])=[CH:26][CH:25]=1. The catalyst class is: 9. (2) Product: [C:1]([O:4][CH:5]1[CH2:10][CH:9]([C:11]2[CH:16]=[CH:15][N:14]=[CH:13][C:12]=2[NH2:17])[O:8][CH:7]([CH3:20])[CH:6]1[O:21][Si:22]([C:25]([CH3:26])([CH3:28])[CH3:27])([CH3:23])[CH3:24])(=[O:3])[CH3:2]. The catalyst class is: 579. Reactant: [C:1]([O:4][CH:5]1[CH2:10][CH:9]([C:11]2[CH:16]=[CH:15][N:14]=[CH:13][C:12]=2[N+:17]([O-])=O)[O:8][CH:7]([CH3:20])[CH:6]1[O:21][Si:22]([C:25]([CH3:28])([CH3:27])[CH3:26])([CH3:24])[CH3:23])(=[O:3])[CH3:2]. (3) Reactant: O[N:2]=[C:3]([C:9](=O)[CH3:10])[C:4]([O:6][CH2:7][CH3:8])=[O:5].[F:12][C:13]([F:24])([F:23])[C:14]1[CH:15]=[C:16]([CH:18]=[CH:19][C:20]=1[O:21][CH3:22])[NH2:17].[C:25]1(C)C=CC(S([O-])(=O)=O)=C[CH:26]=1.[NH+]1C=CC=CC=1.C(OCC)(OCC)(OCC)C.O.C1(C)C=CC(S(O)(=O)=O)=CC=1. Product: [CH2:7]([O:6][C:4]([C:3]1[N:2]=[C:25]([CH3:26])[N:17]([C:16]2[CH:18]=[CH:19][C:20]([O:21][CH3:22])=[C:14]([C:13]([F:23])([F:24])[F:12])[CH:15]=2)[C:9]=1[CH3:10])=[O:5])[CH3:8]. The catalyst class is: 787. (4) Reactant: Br[CH:2]([C:5]1[N:6]=[C:7]2[CH:16]=[CH:15][CH:14]=[C:13]([CH3:17])[N:8]2[C:9](=[O:12])[C:10]=1[I:11])[CH2:3][CH3:4].[N-:18]=[N+:19]=[N-:20].[Na+]. Product: [N:18]([CH:2]([C:5]1[N:6]=[C:7]2[CH:16]=[CH:15][CH:14]=[C:13]([CH3:17])[N:8]2[C:9](=[O:12])[C:10]=1[I:11])[CH2:3][CH3:4])=[N+:19]=[N-:20]. The catalyst class is: 39. (5) Product: [Cl:1][C:2]1[CH:3]=[C:4]([N:8]2[C:12]([C:13]3[CH:18]=[CH:17][CH:16]=[C:15]([O:19][CH3:20])[CH:14]=3)=[CH:11][C:10]([C:21]([OH:23])=[O:22])=[N:9]2)[CH:5]=[CH:6][CH:7]=1. Reactant: [Cl:1][C:2]1[CH:3]=[C:4]([N:8]2[C:12]([C:13]3[CH:18]=[CH:17][CH:16]=[C:15]([O:19][CH3:20])[CH:14]=3)=[CH:11][C:10]([C:21]([O:23]CC)=[O:22])=[N:9]2)[CH:5]=[CH:6][CH:7]=1.[OH-].[Li+]. The catalyst class is: 38. (6) Reactant: Cl.[CH:2]([NH2:4])=[NH:3].C([O-])([O-])=O.[K+].[K+].CN(C)/[CH:13]=[CH:14]/[C:15]([C:17]1[CH:34]=[CH:33][C:20]([C:21]([NH:23][CH2:24][C:25]2[CH:30]=[CH:29][CH:28]=[C:27]([O:31][CH3:32])[CH:26]=2)=[O:22])=[CH:19][CH:18]=1)=O. Product: [CH3:32][O:31][C:27]1[CH:26]=[C:25]([CH:30]=[CH:29][CH:28]=1)[CH2:24][NH:23][C:21](=[O:22])[C:20]1[CH:33]=[CH:34][C:17]([C:15]2[CH:14]=[CH:13][N:4]=[CH:2][N:3]=2)=[CH:18][CH:19]=1. The catalyst class is: 3. (7) Reactant: [P:1]([O-:5])([O-:4])([O-:3])=[S:2].[Na+].[Na+].[Na+].Br.Br.[NH2:11][CH2:12][CH2:13][CH2:14][NH:15][CH2:16][CH2:17]Br.CN(C=O)C. The catalyst class is: 6. Product: [CH2:13]([CH2:14][NH:15][CH2:16][CH2:17][S:2][P:1]([OH:5])([OH:4])=[O:3])[CH2:12][NH2:11]. (8) Reactant: [NH2:1][C:2]1[N:7]([C:8]2[C:22]([F:23])=[CH:21][C:11]([O:12][CH2:13][C:14]([O:16]C(C)(C)C)=[O:15])=[CH:10][C:9]=2[F:24])[C:6](=[O:25])[CH:5]=[CH:4][C:3]=1[C:26](=[O:34])[C:27]1[CH:32]=[CH:31][C:30]([F:33])=[CH:29][CH:28]=1.FC(F)(F)C(O)=O. Product: [NH2:1][C:2]1[N:7]([C:8]2[C:22]([F:23])=[CH:21][C:11]([O:12][CH2:13][C:14]([OH:16])=[O:15])=[CH:10][C:9]=2[F:24])[C:6](=[O:25])[CH:5]=[CH:4][C:3]=1[C:26](=[O:34])[C:27]1[CH:28]=[CH:29][C:30]([F:33])=[CH:31][CH:32]=1. The catalyst class is: 2.